This data is from NCI-60 drug combinations with 297,098 pairs across 59 cell lines. The task is: Regression. Given two drug SMILES strings and cell line genomic features, predict the synergy score measuring deviation from expected non-interaction effect. (1) Drug 1: C(CC(=O)O)C(=O)CN.Cl. Drug 2: N.N.Cl[Pt+2]Cl. Cell line: UO-31. Synergy scores: CSS=29.3, Synergy_ZIP=-7.69, Synergy_Bliss=0.0444, Synergy_Loewe=-31.3, Synergy_HSA=0.851. (2) Drug 1: CN(C)C1=NC(=NC(=N1)N(C)C)N(C)C. Drug 2: C1C(C(OC1N2C=NC3=C2NC=NCC3O)CO)O. Cell line: K-562. Synergy scores: CSS=-6.43, Synergy_ZIP=3.49, Synergy_Bliss=-4.34, Synergy_Loewe=-9.48, Synergy_HSA=-8.50. (3) Drug 1: CS(=O)(=O)OCCCCOS(=O)(=O)C. Drug 2: CC1=C(C(=O)C2=C(C1=O)N3CC4C(C3(C2COC(=O)N)OC)N4)N. Cell line: MALME-3M. Synergy scores: CSS=9.12, Synergy_ZIP=-5.75, Synergy_Bliss=-1.19, Synergy_Loewe=-18.1, Synergy_HSA=-1.97. (4) Drug 1: CC1=C(C=C(C=C1)NC2=NC=CC(=N2)N(C)C3=CC4=NN(C(=C4C=C3)C)C)S(=O)(=O)N.Cl. Drug 2: CC1=CC2C(CCC3(C2CCC3(C(=O)C)OC(=O)C)C)C4(C1=CC(=O)CC4)C. Cell line: M14. Synergy scores: CSS=-5.13, Synergy_ZIP=3.21, Synergy_Bliss=4.36, Synergy_Loewe=1.68, Synergy_HSA=0.329.